Predict the reaction yield, written as a fraction of the theoretical maximum amount of product (1.0 means a 100% yield; for example, 0.34 means a 34% yield). From a dataset of Reaction yield outcomes from USPTO patents with 853,638 reactions. (1) The reactants are [NH2:1][C:2]1[NH:3][C:4]([CH2:7][OH:8])=[N:5][N:6]=1.[C:9](O[C:9]([O:11][C:12]([CH3:15])([CH3:14])[CH3:13])=[O:10])([O:11][C:12]([CH3:15])([CH3:14])[CH3:13])=[O:10]. The catalyst is CC(O)(C)C. The product is [OH:8][CH2:7][C:4]1[NH:3][C:2]([NH:1][C:9](=[O:10])[O:11][C:12]([CH3:15])([CH3:14])[CH3:13])=[N:6][N:5]=1. The yield is 0.220. (2) The reactants are Br[C:2]1[CH:3]=[CH:4][C:5](=[O:8])[NH:6][CH:7]=1.[C:9](=[N:22][NH2:23])([C:16]1[CH:21]=[CH:20][CH:19]=[CH:18][CH:17]=1)[C:10]1[CH:15]=[CH:14][CH:13]=[CH:12][CH:11]=1.C1(P(C2C=CC=CC=2)C2C3OC4C(=CC=CC=4P(C4C=CC=CC=4)C4C=CC=CC=4)C(C)(C)C=3C=CC=2)C=CC=CC=1.CC(C)([O-])C.[Na+]. The catalyst is C1(C)C=CC=CC=1. The product is [C:10]1([C:9]([C:16]2[CH:21]=[CH:20][CH:19]=[CH:18][CH:17]=2)=[N:22][NH:23][C:2]2[CH:3]=[CH:4][C:5](=[O:8])[NH:6][CH:7]=2)[CH:11]=[CH:12][CH:13]=[CH:14][CH:15]=1. The yield is 0.290. (3) The reactants are Cl[C:2](=[N:13][OH:14])[C@H:3]1[CH2:8][CH2:7][C@H:6]([C:9]([O:11]C)=[O:10])[CH2:5][CH2:4]1.[C:15]1(N2CCOCC2)[CH2:19][CH2:18][CH2:17][CH:16]=1.C(N(CC)CC)C. The catalyst is ClCCl. The product is [O:14]1[C:16]2[CH2:17][CH2:18][CH2:19][C:15]=2[C:2]([C@H:3]2[CH2:8][CH2:7][C@H:6]([C:9]([OH:11])=[O:10])[CH2:5][CH2:4]2)=[N:13]1. The yield is 0.0600. (4) The reactants are [OH:1][CH2:2][CH2:3][CH2:4][C:5]#[C:6][C:7]1[CH:12]=[CH:11][CH:10]=[CH:9][C:8]=1[C:13]#[C:14][CH2:15][CH2:16][CH2:17][OH:18]. The catalyst is C(O)C.[Pd]. The product is [OH:1][CH2:2][CH2:3][CH2:4][CH2:5][CH2:6][C:7]1[CH:12]=[CH:11][CH:10]=[CH:9][C:8]=1[CH2:13][CH2:14][CH2:15][CH2:16][CH2:17][OH:18]. The yield is 0.910.